From a dataset of Forward reaction prediction with 1.9M reactions from USPTO patents (1976-2016). Predict the product of the given reaction. (1) Given the reactants [OH-].[Na+].[CH:3]1[C:13]2[CH:12]=[CH:11][C:10]3[CH:14]=[CH:15][CH:16]=[CH:17][C:9]=3[C:8](=[C:18]3[CH2:23][CH2:22][N:21]([CH2:24][CH2:25][CH2:26][O:27][C:28]([C:30]4[CH:31]([C:45]5[CH:50]=[CH:49][CH:48]=[C:47]([Cl:51])[CH:46]=5)[C:32]([C:38]([O:40]CCC#N)=[O:39])=[C:33]([CH3:37])[NH:34][C:35]=4[CH3:36])=[O:29])[CH2:20][CH2:19]3)[C:7]=2[CH:6]=[CH:5][CH:4]=1.Cl, predict the reaction product. The product is: [Cl:51][C:47]1[CH:46]=[C:45]([C:31]2[C:32]([C:38]([OH:40])=[O:39])=[C:33]([CH3:37])[N:34]=[C:35]([CH3:36])[C:30]=2[C:28]([O:27][CH2:26][CH2:25][CH2:24][N:21]2[CH2:20][CH2:19][C:18](=[C:8]3[C:7]4[CH:6]=[CH:5][CH:4]=[CH:3][C:13]=4[CH:12]=[CH:11][C:10]4[CH:14]=[CH:15][CH:16]=[CH:17][C:9]3=4)[CH2:23][CH2:22]2)=[O:29])[CH:50]=[CH:49][CH:48]=1. (2) Given the reactants [CH3:1][O:2][C:3]1[CH:4]=[C:5]2[C:9](=[CH:10][C:11]=1[O:12][CH3:13])[N:8]([CH2:14][CH2:15][O:16][CH3:17])[CH:7]=[C:6]2[C:18]1[N:26](S(C2C=CC(C)=CC=2)(=O)=O)[C:21]2=[N:22][CH:23]=[CH:24][CH:25]=[C:20]2[CH:19]=1.[OH-].[K+], predict the reaction product. The product is: [CH3:1][O:2][C:3]1[CH:4]=[C:5]2[C:9](=[CH:10][C:11]=1[O:12][CH3:13])[N:8]([CH2:14][CH2:15][O:16][CH3:17])[CH:7]=[C:6]2[C:18]1[NH:26][C:21]2=[N:22][CH:23]=[CH:24][CH:25]=[C:20]2[CH:19]=1. (3) Given the reactants Cl.[C:2]1(=[O:12])[C:6]2([CH2:11][CH2:10][NH:9][CH2:8][CH2:7]2)[CH2:5][CH2:4][NH:3]1.[C:13]1([CH:19]([C:23]2[CH:28]=[CH:27][CH:26]=[CH:25][CH:24]=2)[CH2:20][CH2:21]Br)[CH:18]=[CH:17][CH:16]=[CH:15][CH:14]=1.C(=O)([O-])[O-].[K+].[K+].CN(C=O)C, predict the reaction product. The product is: [C:13]1([CH:19]([C:23]2[CH:24]=[CH:25][CH:26]=[CH:27][CH:28]=2)[CH2:20][CH2:21][N:9]2[CH2:10][CH2:11][C:6]3([C:2](=[O:12])[NH:3][CH2:4][CH2:5]3)[CH2:7][CH2:8]2)[CH:18]=[CH:17][CH:16]=[CH:15][CH:14]=1. (4) Given the reactants [F:1][C:2]1[CH:26]=[CH:25][C:24]([CH2:27][C:28]2[C:37]3[CH2:36][CH2:35][CH2:34][CH2:33][C:32]=3[C:31](=[O:38])[NH:30][N:29]=2)=[CH:23][C:3]=1[C:4]([N:6]1[CH2:12][CH2:11][CH2:10][N:9](C(OCC2C=CC=CC=2)=O)[CH2:8][CH2:7]1)=[O:5], predict the reaction product. The product is: [N:6]1([C:4]([C:3]2[CH:23]=[C:24]([CH:25]=[CH:26][C:2]=2[F:1])[CH2:27][C:28]2[C:37]3[CH2:36][CH2:35][CH2:34][CH2:33][C:32]=3[C:31](=[O:38])[NH:30][N:29]=2)=[O:5])[CH2:12][CH2:11][CH2:10][NH:9][CH2:8][CH2:7]1.